Dataset: Forward reaction prediction with 1.9M reactions from USPTO patents (1976-2016). Task: Predict the product of the given reaction. (1) Given the reactants Br[C:2]1[CH:3]=[C:4]2[CH:18]=[N:17][N:16]([C:19]3[CH:24]=[CH:23][CH:22]=[CH:21][CH:20]=3)[C:5]2=[N:6][C:7]=1[O:8][CH2:9][C:10]1[N:11]([CH3:15])[N:12]=[CH:13][N:14]=1.[CH3:25][Sn](C)(C)C, predict the reaction product. The product is: [CH3:25][C:2]1[CH:3]=[C:4]2[CH:18]=[N:17][N:16]([C:19]3[CH:24]=[CH:23][CH:22]=[CH:21][CH:20]=3)[C:5]2=[N:6][C:7]=1[O:8][CH2:9][C:10]1[N:11]([CH3:15])[N:12]=[CH:13][N:14]=1. (2) Given the reactants [F:1][C:2]1[C:3]([OH:12])=[C:4]([C:9](=[O:11])[CH3:10])[CH:5]=[C:6]([F:8])[CH:7]=1.[F:13][CH2:14][C:15]([CH2:17][F:18])=O.N1CCCC1, predict the reaction product. The product is: [F:8][C:6]1[CH:5]=[C:4]2[C:3](=[C:2]([F:1])[CH:7]=1)[O:12][C:15]([CH2:17][F:18])([CH2:14][F:13])[CH2:10][C:9]2=[O:11]. (3) Given the reactants FC(F)(F)C(O)=O.C(OC(O[CH:16]([C:30]1[CH:35]=[C:34]([F:36])[CH:33]=[CH:32][C:31]=1[F:37])[C:17]1[N:18]([C:22]2[CH:27]=[CH:26][C:25]([O:28][CH3:29])=[CH:24][CH:23]=2)[CH:19]=[CH:20][N:21]=1)=O)(C)(C)C.[Cl:38][C:39]1[CH:44]=[CH:43][C:42]([SH:45])=[CH:41][CH:40]=1.C(=O)([O-])[O-].[K+].[K+], predict the reaction product. The product is: [Cl:38][C:39]1[CH:44]=[CH:43][C:42]([S:45][CH:16]([C:30]2[CH:35]=[C:34]([F:36])[CH:33]=[CH:32][C:31]=2[F:37])[C:17]2[N:18]([C:22]3[CH:27]=[CH:26][C:25]([O:28][CH3:29])=[CH:24][CH:23]=3)[CH:19]=[CH:20][N:21]=2)=[CH:41][CH:40]=1. (4) Given the reactants [CH2:1]([N:3]1[C:7]([NH:8][CH:9]=[C:10]([C:16]([O:18][CH2:19][CH3:20])=[O:17])[C:11](OCC)=O)=[CH:6][CH:5]=[N:4]1)[CH3:2].P(Cl)(Cl)([Cl:23])=O, predict the reaction product. The product is: [CH2:19]([O:18][C:16]([C:10]1[C:11]([Cl:23])=[C:6]2[CH:5]=[N:4][N:3]([CH2:1][CH3:2])[C:7]2=[N:8][CH:9]=1)=[O:17])[CH3:20]. (5) Given the reactants C(O[CH2:8][CH2:9][CH2:10][CH2:11][CH2:12][CH2:13][CH2:14][CH2:15][N:16]1[C:24]2[CH:23]=[CH:22][N:21]=[CH:20][C:19]=2[N:18]=[CH:17]1)CCCCC.OC1C=CN=CC=1[N+]([O-])=O.[CH2:35]([O:39][CH2:40][CH2:41]CCCCCCCCN)[CH2:36][CH2:37][CH3:38], predict the reaction product. The product is: [CH2:35]([O:39][CH2:40][CH2:41][CH2:8][CH2:9][CH2:10][CH2:11][CH2:12][CH2:13][CH2:14][CH2:15][N:16]1[C:24]2[CH:23]=[CH:22][N:21]=[CH:20][C:19]=2[N:18]=[CH:17]1)[CH2:36][CH2:37][CH3:38]. (6) Given the reactants Br[CH2:2][C:3]1[CH:4]=[C:5]([CH:10]=[CH:11][CH:12]=1)[C:6]([O:8][CH3:9])=[O:7].[N-:13]=[N+:14]=[N-:15].[Na+], predict the reaction product. The product is: [N:13]([CH2:2][C:3]1[CH:4]=[C:5]([CH:10]=[CH:11][CH:12]=1)[C:6]([O:8][CH3:9])=[O:7])=[N+:14]=[N-:15]. (7) The product is: [NH2:23][C:18]1[N:17]=[C:16]([N:13]2[C:14]3[C:10](=[CH:9][CH:8]=[C:7]([C:38]#[C:37][C:35]([C:31]4[S:30][CH:34]=[CH:33][N:32]=4)([OH:39])[CH3:36])[CH:15]=3)[C:11]3([CH2:24][N:25]([CH3:27])[CH2:26]3)[CH2:12]2)[C:21]([Cl:22])=[CH:20][N:19]=1. Given the reactants FC(F)(F)S(O[C:7]1[CH:15]=[C:14]2[C:10]([C:11]3([CH2:26][N:25]([CH3:27])[CH2:24]3)[CH2:12][N:13]2[C:16]2[C:21]([Cl:22])=[CH:20][N:19]=[C:18]([NH2:23])[N:17]=2)=[CH:9][CH:8]=1)(=O)=O.[S:30]1[CH:34]=[CH:33][N:32]=[C:31]1[C:35]([OH:39])([C:37]#[CH:38])[CH3:36], predict the reaction product.